Predict the reaction yield, written as a fraction of the theoretical maximum amount of product (1.0 means a 100% yield; for example, 0.34 means a 34% yield). From a dataset of Reaction yield outcomes from USPTO patents with 853,638 reactions. The reactants are Cl.[CH2:2]([N:9]1[CH2:14][CH2:13][C:12](=[O:15])[CH:11]([C:16]([O:18][CH2:19][CH3:20])=[O:17])[CH2:10]1)[C:3]1[CH:8]=[CH:7][CH:6]=[CH:5][CH:4]=1.C(=O)(O)[O-].[Na+]. The catalyst is ClCCl. The product is [CH2:2]([N:9]1[CH2:14][CH2:13][C:12](=[O:15])[CH:11]([C:16]([O:18][CH2:19][CH3:20])=[O:17])[CH2:10]1)[C:3]1[CH:4]=[CH:5][CH:6]=[CH:7][CH:8]=1. The yield is 0.920.